Dataset: Reaction yield outcomes from USPTO patents with 853,638 reactions. Task: Predict the reaction yield, written as a fraction of the theoretical maximum amount of product (1.0 means a 100% yield; for example, 0.34 means a 34% yield). (1) The reactants are FC(F)(F)C(O)=O.C(OC([NH:15][CH2:16][C:17]1[O:21][N:20]=[C:19]([C:22]2[CH:27]=[CH:26][CH:25]=[CH:24][CH:23]=2)[CH:18]=1)=O)(C)(C)C. The catalyst is C(Cl)Cl. The product is [NH2:15][CH2:16][C:17]1[O:21][N:20]=[C:19]([C:22]2[CH:23]=[CH:24][CH:25]=[CH:26][CH:27]=2)[CH:18]=1. The yield is 0.860. (2) The reactants are Cl[C:2]1[C:11]2[C:6](=[CH:7][C:8]([O:14][CH3:15])=[C:9]([O:12][CH3:13])[CH:10]=2)[N:5]=[CH:4][CH:3]=1.[C:16]([O:25][CH2:26][CH2:27]/[CH:28]=[CH:29]\[CH2:30][CH3:31])(=[O:24])[C:17]1[C:18](=[CH:20][CH:21]=[CH:22][CH:23]=1)[OH:19]. The catalyst is CN(C)C1C=CN=CC=1.ClC1C=CC=CC=1Cl. The product is [CH3:13][O:12][C:9]1[CH:10]=[C:11]2[C:6](=[CH:7][C:8]=1[O:14][CH3:15])[N:5]=[CH:4][CH:3]=[C:2]2[O:19][C:18]1[CH:20]=[CH:21][CH:22]=[CH:23][C:17]=1[C:16]([O:25][CH2:26][CH2:27]/[CH:28]=[CH:29]\[CH2:30][CH3:31])=[O:24]. The yield is 0.640. (3) The reactants are C(Cl)CCl.[F:5][C:6]1[CH:30]=[CH:29][C:9]([CH2:10][C@@H:11]([CH2:15][CH2:16][C@H:17]([CH2:21][C:22]2[CH:27]=[CH:26][C:25]([F:28])=[CH:24][CH:23]=2)[C:18]([OH:20])=[O:19])[C:12](O)=[O:13])=[CH:8][CH:7]=1.[NH2:31][C@H:32]1[CH2:38][CH2:37][CH2:36][CH2:35][N:34]([C:39]2[CH:44]=[CH:43][CH:42]=[CH:41][CH:40]=2)[C:33]1=[O:45]. The catalyst is CN(C=O)C.C(Cl)Cl. The product is [F:28][C:25]1[CH:24]=[CH:23][C:22]([CH2:21][C@@H:17]([CH2:16][CH2:15][C@H:11]([CH2:10][C:9]2[CH:29]=[CH:30][C:6]([F:5])=[CH:7][CH:8]=2)[C:12](=[O:13])[NH:31][C@H:32]2[CH2:38][CH2:37][CH2:36][CH2:35][N:34]([C:39]3[CH:44]=[CH:43][CH:42]=[CH:41][CH:40]=3)[C:33]2=[O:45])[C:18]([OH:20])=[O:19])=[CH:27][CH:26]=1. The yield is 0.710. (4) The reactants are [N:1]1[CH:2]=[CH:3][N:4]2[C:9]=1[CH:8]=[CH:7][C:6]([O:10][C:11]1[CH:17]=[CH:16][C:14]([NH2:15])=[CH:13][CH:12]=1)=[N:5]2.[C:18](Cl)(=[O:25])[C:19]1[CH:24]=[CH:23][CH:22]=[CH:21][CH:20]=1. The catalyst is CN1CCCC1=O. The product is [N:1]1[CH:2]=[CH:3][N:4]2[C:9]=1[CH:8]=[CH:7][C:6]([O:10][C:11]1[CH:17]=[CH:16][C:14]([NH:15][C:18](=[O:25])[C:19]3[CH:24]=[CH:23][CH:22]=[CH:21][CH:20]=3)=[CH:13][CH:12]=1)=[N:5]2. The yield is 0.870.